Task: Binary Classification. Given a miRNA mature sequence and a target amino acid sequence, predict their likelihood of interaction.. Dataset: Experimentally validated miRNA-target interactions with 360,000+ pairs, plus equal number of negative samples The miRNA is mmu-miR-324-5p with sequence CGCAUCCCCUAGGGCAUUGGUGU. The protein sequence of the target gene is MKFNPFVTSDRSKNRKRHFNAPSHIRRKIMSSPLSKELRQKYNVRSMPIRKDDEVQVVRGHYKGQQIGKVVQVYRKKYVIYIERVQREKANGTTVHVGIHPSKVVITRLKLDKDRKKILERKAKSRQVGKEKGKYKEETIEKMQE. Result: 0 (no interaction).